From a dataset of Forward reaction prediction with 1.9M reactions from USPTO patents (1976-2016). Predict the product of the given reaction. (1) Given the reactants [CH3:1][C:2]1[CH:7]=[CH:6][C:5]([C:8]2[CH:13]=[CH:12][C:11]([C:14]([F:17])([F:16])[F:15])=[CH:10][CH:9]=2)=[C:4]([C:18]([NH:20][C:21]2[CH:43]=[CH:42][C:24]([O:25][CH2:26][CH2:27][C:28]3[N:33]=[C:32]([NH:34]C(=O)OC(C)(C)C)[CH:31]=[CH:30][CH:29]=3)=[CH:23][CH:22]=2)=[O:19])[CH:3]=1.FC(F)(F)C(O)=O, predict the reaction product. The product is: [NH2:34][C:32]1[N:33]=[C:28]([CH2:27][CH2:26][O:25][C:24]2[CH:23]=[CH:22][C:21]([NH:20][C:18]([C:4]3[C:5]([C:8]4[CH:9]=[CH:10][C:11]([C:14]([F:17])([F:15])[F:16])=[CH:12][CH:13]=4)=[CH:6][CH:7]=[C:2]([CH3:1])[CH:3]=3)=[O:19])=[CH:43][CH:42]=2)[CH:29]=[CH:30][CH:31]=1. (2) Given the reactants C[O-].[Na+].[CH3:4][C:5]([C:7]1[C:12]([NH2:13])=[CH:11][C:10]([O:14][CH3:15])=[C:9]([O:16][CH3:17])[CH:8]=1)=[O:6].[CH:18](OCC)=O.Cl, predict the reaction product. The product is: [CH3:17][O:16][C:9]1[CH:8]=[C:7]2[C:12](=[CH:11][C:10]=1[O:14][CH3:15])[N:13]=[CH:18][CH2:4][C:5]2=[O:6]. (3) Given the reactants [CH3:1][O:2][C:3]1[CH:4]=[C:5]([CH:10]=[CH:11][C:12]=1[N+:13]([O-:15])=[O:14])[C:6]([NH:8][NH2:9])=O.[C:16]([NH2:19])(=S)[CH3:17], predict the reaction product. The product is: [CH3:1][O:2][C:3]1[CH:4]=[C:5]([C:6]2[NH:19][C:16]([CH3:17])=[N:9][N:8]=2)[CH:10]=[CH:11][C:12]=1[N+:13]([O-:15])=[O:14]. (4) Given the reactants Br[CH2:2][CH2:3][O:4][C:5]1[CH:10]=[CH:9][C:8]([N:11]2[CH:15]=[CH:14][N:13]([C:16]3[CH:21]=[CH:20][C:19]([O:22][C:23]4[CH:28]=[CH:27][CH:26]=[CH:25][CH:24]=4)=[CH:18][CH:17]=3)[C:12]2=[O:29])=[CH:7][CH:6]=1.[CH3:30][NH2:31].[I-].[Na+], predict the reaction product. The product is: [CH3:30][NH:31][CH2:2][CH2:3][O:4][C:5]1[CH:10]=[CH:9][C:8]([N:11]2[CH:15]=[CH:14][N:13]([C:16]3[CH:21]=[CH:20][C:19]([O:22][C:23]4[CH:28]=[CH:27][CH:26]=[CH:25][CH:24]=4)=[CH:18][CH:17]=3)[C:12]2=[O:29])=[CH:7][CH:6]=1. (5) The product is: [P:21]([O-:24])([O-:23])([O:20][CH2:19][C@H:18]([OH:25])[CH2:17][C@H:16]([N:26]([CH3:39])[C:27]([NH:29][CH2:30][C:31]1[CH:36]=[CH:35][CH:34]=[C:33]([F:37])[C:32]=1[Cl:38])=[O:28])[CH2:15][O:14][C:13](=[O:40])[NH:12][C:10]1[O:9][N:8]=[C:7]([C:1]2[CH:6]=[CH:5][CH:4]=[CH:3][CH:2]=2)[CH:11]=1)=[O:22].[Na+:42].[Na+:42]. Given the reactants [C:1]1([C:7]2[CH:11]=[C:10]([NH:12][C:13](=[O:40])[O:14][CH2:15][C@@H:16]([N:26]([CH3:39])[C:27]([NH:29][CH2:30][C:31]3[CH:36]=[CH:35][CH:34]=[C:33]([F:37])[C:32]=3[Cl:38])=[O:28])[CH2:17][C@@H:18]([OH:25])[CH2:19][O:20][P:21]([OH:24])([OH:23])=[O:22])[O:9][N:8]=2)[CH:6]=[CH:5][CH:4]=[CH:3][CH:2]=1.[OH-].[Na+:42], predict the reaction product. (6) The product is: [CH3:1][N:2]([CH3:10])[S:3]([CH2:6][CH2:7][CH2:8][I:11])(=[O:5])=[O:4]. Given the reactants [CH3:1][N:2]([CH3:10])[S:3]([CH2:6][CH2:7][CH2:8]Cl)(=[O:5])=[O:4].[I-:11].[Na+], predict the reaction product.